The task is: Predict which catalyst facilitates the given reaction.. This data is from Catalyst prediction with 721,799 reactions and 888 catalyst types from USPTO. (1) Reactant: C[N:2](C)[C:3]1[CH:8]=[CH:7][CH:6]=[CH:5][CH:4]=1.P(Cl)(Cl)([Cl:12])=O.NC1N=[C:20]2[CH2:22][N:23]([CH2:26][C:27]3[CH:32]=[CH:31][CH:30]=[CH:29][CH:28]=3)[CH2:24]CC2C(=O)N=1.C(=O)([O-])[O-].[Na+].[Na+]. Product: [CH2:26]([N:23]1[CH2:22][CH2:20][C:6]2[C:5](=[CH:4][C:3]([NH2:2])=[CH:8][C:7]=2[Cl:12])[CH2:24]1)[C:27]1[CH:32]=[CH:31][CH:30]=[CH:29][CH:28]=1. The catalyst class is: 26. (2) Reactant: [OH:1][C:2]1[CH:3]=[C:4]2[C:8](=[CH:9][CH:10]=1)[NH:7][CH:6]=[C:5]2[CH:11]([CH3:13])[CH3:12].[C:14](=[O:17])([O-])[O-].[K+].[K+].[Cl:20][C:21]1[C:28](Cl)=[C:27]([Cl:30])[C:24](C=O)=[CH:23][CH:22]=1. Product: [CH:11]([C:5]1[C:4]2[C:8](=[CH:9][CH:10]=[C:2]([O:1][C:28]3[C:21]([Cl:20])=[CH:22][C:23]([CH:14]=[O:17])=[CH:24][C:27]=3[Cl:30])[CH:3]=2)[NH:7][CH:6]=1)([CH3:13])[CH3:12]. The catalyst class is: 16. (3) Reactant: CON(C)[C:4]([C:6]1([NH:9][C:10](=[O:19])[O:11][CH2:12][C:13]2[CH:18]=[CH:17][CH:16]=[CH:15][CH:14]=2)[CH2:8][CH2:7]1)=[O:5].[CH3:21][CH2:22][Mg+].[Br-].CCOC(C)=O.O. Product: [C:4]([C:6]1([NH:9][C:10](=[O:19])[O:11][CH2:12][C:13]2[CH:14]=[CH:15][CH:16]=[CH:17][CH:18]=2)[CH2:7][CH2:8]1)(=[O:5])[CH2:21][CH3:22]. The catalyst class is: 1. (4) Reactant: [CH:1]1([S:4]([NH2:7])(=[O:6])=[O:5])[CH2:3][CH2:2]1.[H-].[Na+].[CH3:10][C:11]1([CH3:42])[C:20]2[C:15](=[C:16]([C:21](O)=[O:22])[CH:17]=[CH:18][CH:19]=2)[NH:14][CH:13]([C:24]2[CH:29]=[CH:28][CH:27]=[C:26]([N:30]3[CH2:35][CH2:34][N:33]([C:36]4[CH:41]=[CH:40][CH:39]=[CH:38][CH:37]=4)[CH2:32][CH2:31]3)[CH:25]=2)[CH2:12]1.C(N1C=CN=C1)(N1C=CN=C1)=O. Product: [CH3:10][C:11]1([CH3:42])[C:20]2[C:15](=[C:16]([C:21]([NH:7][S:4]([CH:1]3[CH2:3][CH2:2]3)(=[O:6])=[O:5])=[O:22])[CH:17]=[CH:18][CH:19]=2)[NH:14][CH:13]([C:24]2[CH:29]=[CH:28][CH:27]=[C:26]([N:30]3[CH2:31][CH2:32][N:33]([C:36]4[CH:41]=[CH:40][CH:39]=[CH:38][CH:37]=4)[CH2:34][CH2:35]3)[CH:25]=2)[CH2:12]1. The catalyst class is: 35.